Predict the product of the given reaction. From a dataset of Forward reaction prediction with 1.9M reactions from USPTO patents (1976-2016). (1) Given the reactants [CH:1]1([C:4]2[CH:9]=[CH:8][C:7]([N:10]3[CH2:14][CH2:13][C:12]4([CH2:19][CH2:18][NH:17][CH2:16][CH2:15]4)[C:11]3=[O:20])=[CH:6][CH:5]=2)[CH2:3][CH2:2]1.[C:21]1([CH:27]2[CH2:29][O:28]2)[CH:26]=[CH:25][CH:24]=[CH:23][CH:22]=1.CCN(CC)CC, predict the reaction product. The product is: [CH:1]1([C:4]2[CH:9]=[CH:8][C:7]([N:10]3[CH2:14][CH2:13][C:12]4([CH2:19][CH2:18][N:17]([CH2:29][CH:27]([OH:28])[C:21]5[CH:26]=[CH:25][CH:24]=[CH:23][CH:22]=5)[CH2:16][CH2:15]4)[C:11]3=[O:20])=[CH:6][CH:5]=2)[CH2:3][CH2:2]1. (2) Given the reactants C(OC(=O)[NH:7][C:8]1[CH:13]=[CH:12][CH:11]=[CH:10][C:9]=1[O:14][CH3:15])(C)(C)C.C(O)(C(F)(F)F)=O.C(Cl)Cl, predict the reaction product. The product is: [CH3:15][O:14][C:9]1[CH:10]=[CH:11][CH:12]=[CH:13][C:8]=1[NH2:7]. (3) Given the reactants [OH:1][C:2]1[CH:7]=[CH:6][C:5]([C:8]([CH3:14])([CH3:13])[CH2:9][C:10]([OH:12])=[O:11])=[CH:4][CH:3]=1.S(=O)(=O)(O)O.[CH3:20]O, predict the reaction product. The product is: [CH3:20][O:11][C:10](=[O:12])[CH2:9][C:8]([C:5]1[CH:4]=[CH:3][C:2]([OH:1])=[CH:7][CH:6]=1)([CH3:14])[CH3:13].